This data is from Peptide-MHC class II binding affinity with 134,281 pairs from IEDB. The task is: Regression. Given a peptide amino acid sequence and an MHC pseudo amino acid sequence, predict their binding affinity value. This is MHC class II binding data. The peptide sequence is LVGPTPVNIIGRNLMTQIGC. The MHC is DRB1_0405 with pseudo-sequence DRB1_0405. The binding affinity (normalized) is 0.154.